This data is from Full USPTO retrosynthesis dataset with 1.9M reactions from patents (1976-2016). The task is: Predict the reactants needed to synthesize the given product. (1) Given the product [C:7]([CH:9]=[CH:18][CH:20]1[CH2:25][CH2:24][N:23]([C:26]([O:28][C:29]([CH3:32])([CH3:31])[CH3:30])=[O:27])[CH2:22][CH2:21]1)#[N:8], predict the reactants needed to synthesize it. The reactants are: CC(C)([O-])C.[K+].[C:7]([CH2:9]P(=O)(OCC)OCC)#[N:8].[CH:18]([CH:20]1[CH2:25][CH2:24][N:23]([C:26]([O:28][C:29]([CH3:32])([CH3:31])[CH3:30])=[O:27])[CH2:22][CH2:21]1)=O. (2) Given the product [Cl:27][CH2:28][C:29]1[N:4]([CH2:3][CH:2]([CH3:16])[CH3:1])[C:5]2[C:14]3[CH:13]=[CH:12][CH:11]=[CH:10][C:9]=3[N:8]=[CH:7][C:6]=2[N:15]=1, predict the reactants needed to synthesize it. The reactants are: [CH3:1][CH:2]([CH3:16])[CH2:3][NH:4][C:5]1[C:14]2[C:9](=[CH:10][CH:11]=[CH:12][CH:13]=2)[N:8]=[CH:7][C:6]=1[NH2:15].ClCCl.C(N(CC)CC)C.[Cl:27][CH2:28][C:29](Cl)=O.